This data is from NCI-60 drug combinations with 297,098 pairs across 59 cell lines. The task is: Regression. Given two drug SMILES strings and cell line genomic features, predict the synergy score measuring deviation from expected non-interaction effect. Drug 1: CC1=C(N=C(N=C1N)C(CC(=O)N)NCC(C(=O)N)N)C(=O)NC(C(C2=CN=CN2)OC3C(C(C(C(O3)CO)O)O)OC4C(C(C(C(O4)CO)O)OC(=O)N)O)C(=O)NC(C)C(C(C)C(=O)NC(C(C)O)C(=O)NCCC5=NC(=CS5)C6=NC(=CS6)C(=O)NCCC[S+](C)C)O. Drug 2: C(CC(=O)O)C(=O)CN.Cl. Cell line: SN12C. Synergy scores: CSS=14.5, Synergy_ZIP=-4.36, Synergy_Bliss=0.597, Synergy_Loewe=-8.91, Synergy_HSA=1.21.